From a dataset of Forward reaction prediction with 1.9M reactions from USPTO patents (1976-2016). Predict the product of the given reaction. (1) Given the reactants [Br:1][CH2:2][C@@H:3](O)[C@H:4]1[O:9]C(=O)C[C@H]1O.[I-].[Na+].F[C:15](F)(F)[C:16]([OH:18])=[O:17].C(OCC)(=O)C, predict the reaction product. The product is: [Br:1][CH2:2][C@H:3]1[O:18][C:16](=[O:17])[CH2:15][C@H:4]1[OH:9]. (2) Given the reactants Cl.[NH2:2][C:3]([NH2:37])=[N:4][C:5]([C:7]1[CH:19]=[CH:18][C:17]2[C:16]3[C:11](=[CH:12][CH:13]=[CH:14][CH:15]=3)[N:10]([CH:20]3[CH2:23][N:22](C(C4C=CC=CC=4)C4C=CC=CC=4)[CH2:21]3)[C:9]=2[CH:8]=1)=[O:6], predict the reaction product. The product is: [NH:22]1[CH2:23][CH:20]([N:10]2[C:9]3[CH:8]=[C:7]([C:5]([N:4]=[C:3]([NH2:37])[NH2:2])=[O:6])[CH:19]=[CH:18][C:17]=3[C:16]3[C:11]2=[CH:12][CH:13]=[CH:14][CH:15]=3)[CH2:21]1. (3) Given the reactants C[N:2]1[C:7]([C:8]([F:11])([F:10])[F:9])=[CH:6][C:5](=[O:12])[N:4]([C:13]2[CH:18]=[CH:17][C:16]([O:19][CH3:20])=[CH:15][CH:14]=2)[C:3]1=[O:21].COC1C=CC(NC(=O)OCC)=CC=1.NC(C(F)(F)F)=CC(OCC)=O, predict the reaction product. The product is: [F:11][C:8]([F:9])([F:10])[C:7]1[NH:2][C:3](=[O:21])[N:4]([C:13]2[CH:14]=[CH:15][C:16]([O:19][CH3:20])=[CH:17][CH:18]=2)[C:5](=[O:12])[CH:6]=1. (4) Given the reactants [Si:1]([O:8][CH2:9][CH2:10][NH:11][C:12]1[CH:17]=[CH:16][CH:15]=[CH:14][C:13]=1[Cl:18])([C:4]([CH3:7])([CH3:6])[CH3:5])([CH3:3])[CH3:2].C(N(CC)CC)C.[S:26]1[C:30]2[C:31]3[CH:39]=[CH:38][CH:37]=[CH:36][C:32]=3[O:33][CH2:34][CH2:35][C:29]=2[CH:28]=[C:27]1[C:40](Cl)=[O:41], predict the reaction product. The product is: [Si:1]([O:8][CH2:9][CH2:10][N:11]([C:12]1[CH:17]=[CH:16][CH:15]=[CH:14][C:13]=1[Cl:18])[C:40]([C:27]1[S:26][C:30]2[C:31]3[CH:39]=[CH:38][CH:37]=[CH:36][C:32]=3[O:33][CH2:34][CH2:35][C:29]=2[CH:28]=1)=[O:41])([C:4]([CH3:7])([CH3:6])[CH3:5])([CH3:3])[CH3:2]. (5) Given the reactants [Br:1][C:2]1[CH:15]=[CH:14][C:13]2[O:12][C:11]3[C:6](=[N:7][CH:8]=[CH:9][CH:10]=3)[C:5](=[O:16])[C:4]=2[CH:3]=1.C(N)(N)=[O:18].OO.FC(F)(F)C(OC(=O)C(F)(F)F)=O, predict the reaction product. The product is: [Br:1][C:2]1[CH:15]=[CH:14][C:13]2[O:12][C:11]3[C:6](=[N+:7]([O-:18])[CH:8]=[CH:9][CH:10]=3)[C:5](=[O:16])[C:4]=2[CH:3]=1. (6) The product is: [F:27][C:20]1[CH:19]=[C:18]([CH:28]([NH:30][C:31]([C:33]2[N:34]=[C:35]([C:5]3[CH:6]=[CH:7][C:2]([Cl:1])=[C:3]([C:11]([F:14])([F:13])[F:12])[CH:4]=3)[O:36][CH:37]=2)=[O:32])[CH3:29])[CH:17]=[C:16]([F:15])[C:21]=1[NH:22][S:23]([CH3:26])(=[O:25])=[O:24]. Given the reactants [Cl:1][C:2]1[CH:7]=[CH:6][C:5](B(O)O)=[CH:4][C:3]=1[C:11]([F:14])([F:13])[F:12].[F:15][C:16]1[CH:17]=[C:18]([CH:28]([NH:30][C:31]([C:33]2[N:34]=[C:35](Cl)[O:36][CH:37]=2)=[O:32])[CH3:29])[CH:19]=[C:20]([F:27])[C:21]=1[NH:22][S:23]([CH3:26])(=[O:25])=[O:24].C([O-])([O-])=O.[Cs+].[Cs+], predict the reaction product. (7) Given the reactants [Cl:1][C:2]1[CH:7]=[CH:6][C:5]([C:8]2[C:13]([O:14][CH2:15][CH:16]3[CH2:18][CH2:17]3)=[CH:12][CH:11]=[CH:10][N+:9]=2[O-])=[CH:4][CH:3]=1.[CH2:20]([N:22](CC)CC)C.CN(C)C(Cl)=O.C[Si](C#N)(C)C, predict the reaction product. The product is: [Cl:1][C:2]1[CH:7]=[CH:6][C:5]([C:8]2[N:9]=[C:10]([C:20]#[N:22])[CH:11]=[CH:12][C:13]=2[O:14][CH2:15][CH:16]2[CH2:18][CH2:17]2)=[CH:4][CH:3]=1. (8) Given the reactants [CH:1]1([CH2:4][O:5][C:6]2[N:11]=[C:10]([C:12]([OH:14])=O)[CH:9]=[CH:8][C:7]=2[C:15]([F:18])([F:17])[F:16])[CH2:3][CH2:2]1.[NH2:19][C:20]1([CH2:24][C:25]([N:27]([CH3:29])[CH3:28])=[O:26])[CH2:23][O:22][CH2:21]1, predict the reaction product. The product is: [CH3:29][N:27]([CH3:28])[C:25]([CH2:24][C:20]1([NH:19][C:12]([C:10]2[CH:9]=[CH:8][C:7]([C:15]([F:18])([F:17])[F:16])=[C:6]([O:5][CH2:4][CH:1]3[CH2:2][CH2:3]3)[N:11]=2)=[O:14])[CH2:21][O:22][CH2:23]1)=[O:26].